This data is from Reaction yield outcomes from USPTO patents with 853,638 reactions. The task is: Predict the reaction yield, written as a fraction of the theoretical maximum amount of product (1.0 means a 100% yield; for example, 0.34 means a 34% yield). The reactants are [N+:1]([C:4]1[CH:13]=[C:12]2[C:7]([CH2:8][CH2:9][CH2:10][C:11]2=[N:14]O)=[CH:6][CH:5]=1)([O-])=O. The catalyst is CO. The product is [CH:11]1([NH2:14])[C:12]2[C:7](=[CH:6][CH:5]=[C:4]([NH2:1])[CH:13]=2)[CH2:8][CH2:9][CH2:10]1. The yield is 0.960.